Dataset: Forward reaction prediction with 1.9M reactions from USPTO patents (1976-2016). Task: Predict the product of the given reaction. (1) Given the reactants [ClH:1].C(OC(=O)[NH:8][C:9]1([C:13]2[O:17][N:16]=[C:15]([CH:18]3[CH2:23][CH:22]([C:24]4[CH:29]=[CH:28][C:27]([C:30]([F:33])([F:32])[F:31])=[CH:26][CH:25]=4)[CH2:21][N:20]([C:34]([N:36]4[CH2:41][CH2:40][O:39][CH2:38][CH2:37]4)=[O:35])[CH2:19]3)[N:14]=2)[CH2:12][CH2:11][CH2:10]1)(C)(C)C, predict the reaction product. The product is: [ClH:1].[NH2:8][C:9]1([C:13]2[O:17][N:16]=[C:15]([CH:18]3[CH2:23][CH:22]([C:24]4[CH:29]=[CH:28][C:27]([C:30]([F:32])([F:31])[F:33])=[CH:26][CH:25]=4)[CH2:21][N:20]([C:34]([N:36]4[CH2:37][CH2:38][O:39][CH2:40][CH2:41]4)=[O:35])[CH2:19]3)[N:14]=2)[CH2:12][CH2:11][CH2:10]1. (2) Given the reactants [C-]#N.[Na+].Br[C:5]1[CH:10]=[C:9]([CH3:11])[CH:8]=[CH:7][C:6]=1[CH3:12].[CH3:13][NH:14]CCNC.[OH-].[NH4+], predict the reaction product. The product is: [CH3:12][C:6]1[CH:7]=[CH:8][C:9]([CH3:11])=[CH:10][C:5]=1[C:13]#[N:14]. (3) Given the reactants [CH3:1][O:2][C:3]([CH:5]1[CH:9]([CH3:10])[O:8][C:7]([C:11]2[CH:16]=[CH:15][CH:14]=[CH:13][CH:12]=2)=[N:6]1)=[O:4].[CH:17](NC(C)C)(C)C.[Li].IC.[Cl-].[NH4+], predict the reaction product. The product is: [CH3:1][O:2][C:3]([C:5]1([CH3:17])[CH:9]([CH3:10])[O:8][C:7]([C:11]2[CH:16]=[CH:15][CH:14]=[CH:13][CH:12]=2)=[N:6]1)=[O:4]. (4) Given the reactants Cl[C:2]1[CH:3]=[C:4]([CH:24]=[C:25]([O:27][CH3:28])[N:26]=1)[C:5]([NH:7][CH2:8][C@H:9]1[CH2:14][CH2:13][C@H:12]([CH2:15][NH:16][C:17](=[O:23])[O:18][C:19]([CH3:22])([CH3:21])[CH3:20])[CH2:11][CH2:10]1)=[O:6].Cl.[NH2:30][CH2:31][C:32]1[CH:37]=[CH:36][C:35](B(O)O)=[CH:34][CH:33]=1.C([O-])([O-])=O.[K+].[K+], predict the reaction product. The product is: [NH2:30][CH2:31][C:32]1[CH:37]=[CH:36][C:35]([C:2]2[CH:3]=[C:4]([CH:24]=[C:25]([O:27][CH3:28])[N:26]=2)[C:5]([NH:7][CH2:8][C@H:9]2[CH2:14][CH2:13][C@H:12]([CH2:15][NH:16][C:17](=[O:23])[O:18][C:19]([CH3:22])([CH3:21])[CH3:20])[CH2:11][CH2:10]2)=[O:6])=[CH:34][CH:33]=1. (5) Given the reactants [CH3:1][O:2][C:3]1([C:10]([F:13])([F:12])[F:11])[CH2:8][CH2:7][C:6](=O)[CH2:5][CH2:4]1.[C-]#N.[Na+].[C:17](=[O:20])([O-])[O-].[NH4+:21].[NH4+:22].[CH2:23]([OH:25])C, predict the reaction product. The product is: [CH3:1][O:2][C:3]1([C:10]([F:13])([F:12])[F:11])[CH2:8][CH2:7][C:6]2([NH:22][C:23](=[O:25])[NH:21][C:17]2=[O:20])[CH2:5][CH2:4]1. (6) Given the reactants C1C=CC(P(C2C=CC3C(=CC=CC=3)C=2C2C3C(=CC=CC=3)C=CC=2P(C2C=CC=CC=2)C2C=CC=CC=2)C2C=CC=CC=2)=CC=1.CC(C)([O-])C.[Na+].[CH2:53]([NH2:60])[C:54]1[CH:59]=[CH:58][CH:57]=[CH:56][CH:55]=1.FC(F)(F)S(O[C:67]1[C:76]2[CH2:75][CH2:74][CH2:73][C:72](=[O:77])[C:71]=2[C:70]([F:78])=[CH:69][CH:68]=1)(=O)=O, predict the reaction product. The product is: [CH2:53]([NH:60][C:67]1[CH:68]=[CH:69][C:70]([F:78])=[C:71]2[C:76]=1[CH2:75][CH2:74][CH2:73][C:72]2=[O:77])[C:54]1[CH:59]=[CH:58][CH:57]=[CH:56][CH:55]=1. (7) Given the reactants C([O:8][C:9]1[CH:18]=[C:17]2[C:12]([C:13]([O:19][C:20]3[CH:25]=[CH:24][C:23]([NH:26][C:27]([NH:29][CH3:30])=[O:28])=[C:22]([Cl:31])[CH:21]=3)=[CH:14][CH:15]=[N:16]2)=[CH:11][C:10]=1[C:32]#[N:33])C1C=CC=CC=1.C1(SC)C=CC=CC=1, predict the reaction product. The product is: [Cl:31][C:22]1[CH:21]=[C:20]([O:19][C:13]2[C:12]3[C:17](=[CH:18][C:9]([OH:8])=[C:10]([C:32]#[N:33])[CH:11]=3)[N:16]=[CH:15][CH:14]=2)[CH:25]=[CH:24][C:23]=1[NH:26][C:27]([NH:29][CH3:30])=[O:28]. (8) Given the reactants [CH:1]([NH:4][C:5]1[C:10]([C:11]([O:13]CC)=[O:12])=[CH:9][N:8]=[C:7]([S:16][CH3:17])[N:6]=1)([CH3:3])[CH3:2].[OH-].[Na+], predict the reaction product. The product is: [CH:1]([NH:4][C:5]1[C:10]([C:11]([OH:13])=[O:12])=[CH:9][N:8]=[C:7]([S:16][CH3:17])[N:6]=1)([CH3:3])[CH3:2].